Dataset: Forward reaction prediction with 1.9M reactions from USPTO patents (1976-2016). Task: Predict the product of the given reaction. (1) Given the reactants C(OC(N1CCC[CH:10]([C:14]([S:28][CH2:29][CH3:30])([C:16](=[O:27])[NH:17][C:18]2[CH:22]=[C:21]([C:23]([CH3:26])([CH3:25])[CH3:24])[O:20][N:19]=2)[CH3:15])C1)=O)(C)(C)C.Cl, predict the reaction product. The product is: [C:23]([C:21]1[O:20][N:19]=[C:18]([NH:17][C:16](=[O:27])[C:14]([CH3:10])([S:28][CH2:29][CH:30]2[CH2:10][CH2:14][CH2:16][NH:17][CH2:18]2)[CH3:15])[CH:22]=1)([CH3:24])([CH3:25])[CH3:26]. (2) Given the reactants [Br:1][C:2]1[CH:8]=[C:7]([Br:9])[CH:6]=[C:5]([N+:10]([O-])=O)[C:3]=1[NH2:4].O, predict the reaction product. The product is: [NH2:4][C:3]1[C:2]([Br:1])=[CH:8][C:7]([Br:9])=[CH:6][C:5]=1[NH2:10]. (3) Given the reactants [CH3:1][N:2]1[CH2:7][CH2:6][N:5]([C:8]([C:10]2[CH:15]=[CH:14][CH:13]=[C:12]([N+:16]([O-])=O)[CH:11]=2)=[O:9])[CH2:4][CH2:3]1.C([SiH](CC)CC)C, predict the reaction product. The product is: [NH2:16][C:12]1[CH:11]=[C:10]([C:8]([N:5]2[CH2:6][CH2:7][N:2]([CH3:1])[CH2:3][CH2:4]2)=[O:9])[CH:15]=[CH:14][CH:13]=1. (4) Given the reactants C(Cl)(=O)C(Cl)=O.CS(C)=O.[CH3:11][O:12][C:13]1[CH:14]=[C:15]2[C:20](=[C:21]3[C:26]=1[CH:25]=[CH:24][CH:23]=[N:22]3)[N:19]=[C:18]([CH2:27][OH:28])[CH:17]=[C:16]2[S:29][CH3:30].C(N(CC)CC)C, predict the reaction product. The product is: [CH3:11][O:12][C:13]1[CH:14]=[C:15]2[C:20](=[C:21]3[C:26]=1[CH:25]=[CH:24][CH:23]=[N:22]3)[N:19]=[C:18]([CH:27]=[O:28])[CH:17]=[C:16]2[S:29][CH3:30]. (5) Given the reactants C[O:2][C:3]([CH:5]1[CH2:9][N:8]([S:10]([CH:13]([CH3:15])[CH3:14])(=[O:12])=[O:11])[C:7](=[O:16])[N:6]1[C:17]1[CH:22]=[CH:21][CH:20]=[CH:19][C:18]=1[Cl:23])=[O:4].[OH-].[Li+], predict the reaction product. The product is: [Cl:23][C:18]1[CH:19]=[CH:20][CH:21]=[CH:22][C:17]=1[N:6]1[CH:5]([C:3]([OH:4])=[O:2])[CH2:9][N:8]([S:10]([CH:13]([CH3:14])[CH3:15])(=[O:11])=[O:12])[C:7]1=[O:16].